From a dataset of Full USPTO retrosynthesis dataset with 1.9M reactions from patents (1976-2016). Predict the reactants needed to synthesize the given product. (1) Given the product [F:43][C:40]1[CH:41]=[C:42]2[C:37]([CH2:36][CH2:35][N:34]2[CH:31]2[CH2:32][CH2:33][N:28]([C:25]3[N:26]=[N:27][C:22]([C:10]4[CH:9]=[N:8][N:7]([CH2:6][C:4]([O:3][CH2:1][CH3:2])=[O:5])[CH:11]=4)=[CH:23][CH:24]=3)[CH2:29][CH2:30]2)=[CH:38][CH:39]=1, predict the reactants needed to synthesize it. The reactants are: [CH2:1]([O:3][C:4]([CH2:6][N:7]1[CH:11]=[C:10](B2OC(C)(C)C(C)(C)O2)[CH:9]=[N:8]1)=[O:5])[CH3:2].Cl[C:22]1[N:27]=[N:26][C:25]([N:28]2[CH2:33][CH2:32][CH:31]([N:34]3[C:42]4[C:37](=[CH:38][CH:39]=[C:40]([F:43])[CH:41]=4)[CH2:36][CH2:35]3)[CH2:30][CH2:29]2)=[CH:24][CH:23]=1. (2) Given the product [F:25][C:26]([F:30])([F:29])[CH2:27][NH:28][C:21]([C:17]1[N:18]([CH3:20])[N:19]=[C:15]([O:14][CH2:13][C:12]2[C:8]([C:5]3[CH:6]=[CH:7][C:2]([F:1])=[CH:3][CH:4]=3)=[N:9][O:10][C:11]=2[CH3:24])[CH:16]=1)=[O:22], predict the reactants needed to synthesize it. The reactants are: [F:1][C:2]1[CH:7]=[CH:6][C:5]([C:8]2[C:12]([CH2:13][O:14][C:15]3[CH:16]=[C:17]([C:21](O)=[O:22])[N:18]([CH3:20])[N:19]=3)=[C:11]([CH3:24])[O:10][N:9]=2)=[CH:4][CH:3]=1.[F:25][C:26]([F:30])([F:29])[CH2:27][NH2:28]. (3) Given the product [Br:10][CH2:1][C:2]1[CH:9]=[CH:8][C:5]([C:6]#[N:7])=[CH:4][N:3]=1, predict the reactants needed to synthesize it. The reactants are: [CH3:1][C:2]1[CH:9]=[CH:8][C:5]([C:6]#[N:7])=[CH:4][N:3]=1.[Br:10]N1C(=O)CCC1=O. (4) Given the product [F:30][C:10]1[CH:9]=[N:8][N:7]([C:1]2[CH:2]=[CH:3][CH:4]=[CH:5][CH:6]=2)[C:11]=1[C:12]1[C:17](=[O:18])[CH:16]=[CH:15][N:14]([C:19]2[CH:24]=[CH:23][CH:22]=[C:21]([C:25]([F:27])([F:26])[F:28])[CH:20]=2)[N:13]=1, predict the reactants needed to synthesize it. The reactants are: [C:1]1([N:7]2[C:11]([C:12]3[C:17](=[O:18])[CH:16]=[CH:15][N:14]([C:19]4[CH:24]=[CH:23][CH:22]=[C:21]([C:25]([F:28])([F:27])[F:26])[CH:20]=4)[N:13]=3)=[CH:10][CH:9]=[N:8]2)[CH:6]=[CH:5][CH:4]=[CH:3][CH:2]=1.[B-](F)(F)(F)[F:30].[B-](F)(F)(F)F.C1[N+]2(CCl)CC[N+](F)(CC2)C1. (5) The reactants are: [Cl:1][C:2]1[CH:7]=[CH:6][C:5]([C:8]2[CH:40]=[CH:39][C:38]([C:41](=[O:44])[NH:42][CH3:43])=[CH:37][C:9]=2[CH2:10][O:11][C:12]2[CH:17]=[CH:16][C:15]([C:18]3[N:22]([CH:23]4[CH2:28][CH2:27][CH2:26][CH2:25][CH2:24]4)[C:21]4[CH:29]=[CH:30][C:31]([C:33]([O:35]C)=[O:34])=[CH:32][C:20]=4[N:19]=3)=[CH:14][CH:13]=2)=[CH:4][CH:3]=1. Given the product [ClH:1].[Cl:1][C:2]1[CH:7]=[CH:6][C:5]([C:8]2[CH:40]=[CH:39][C:38]([C:41](=[O:44])[NH:42][CH3:43])=[CH:37][C:9]=2[CH2:10][O:11][C:12]2[CH:13]=[CH:14][C:15]([C:18]3[N:22]([CH:23]4[CH2:28][CH2:27][CH2:26][CH2:25][CH2:24]4)[C:21]4[CH:29]=[CH:30][C:31]([C:33]([OH:35])=[O:34])=[CH:32][C:20]=4[N:19]=3)=[CH:16][CH:17]=2)=[CH:4][CH:3]=1, predict the reactants needed to synthesize it. (6) The reactants are: Br[N:2]1[C:10]2[C:5](=[CH:6][CH:7]=[CH:8][CH:9]=2)[C:4]([CH3:11])=[C:3]1[C:12]1[C:17]([F:18])=[CH:16][CH:15]=[CH:14][C:13]=1[F:19].[CH3:20][O:21][C:22]1[N:27]=[CH:26][C:25](B(O)O)=[C:24]([CH3:31])[CH:23]=1.C(=O)([O-])[O-].[K+].[K+].O. Given the product [F:19][C:13]1[CH:14]=[CH:15][CH:16]=[C:17]([F:18])[C:12]=1[C:3]1[NH:2][C:10]2[C:5]([C:4]=1[CH3:11])=[CH:6][C:7]([C:25]1[CH:26]=[N:27][C:22]([O:21][CH3:20])=[CH:23][C:24]=1[CH3:31])=[CH:8][CH:9]=2, predict the reactants needed to synthesize it. (7) Given the product [CH2:24]([O:26][C:27]([C:29]1[CH:30]=[CH:31][C:32]([CH2:33][O:2][C:1]([C:4]23[CH2:11][CH2:10][C:7]([NH:12][CH2:13][C:14]([N:16]4[CH2:20][C@@H:19]([F:21])[CH2:18][C@H:17]4[C:22]#[N:23])=[O:15])([CH2:8][CH2:9]2)[CH2:6][CH2:5]3)=[O:3])=[CH:35][CH:36]=1)=[O:28])[CH3:25], predict the reactants needed to synthesize it. The reactants are: [C:1]([C:4]12[CH2:11][CH2:10][C:7]([NH:12][CH2:13][C:14]([N:16]3[CH2:20][C@@H:19]([F:21])[CH2:18][C@H:17]3[C:22]#[N:23])=[O:15])([CH2:8][CH2:9]1)[CH2:6][CH2:5]2)([OH:3])=[O:2].[CH2:24]([O:26][C:27]([C:29]1[CH:36]=[CH:35][C:32]([CH2:33]Br)=[CH:31][CH:30]=1)=[O:28])[CH3:25]. (8) Given the product [OH:18][N:17]=[C:16]([Cl:19])[C:10]1[O:9][N:8]=[C:7]([C:1]2[CH:2]=[CH:3][CH:4]=[CH:5][CH:6]=2)[C:11]=1[C:12]([F:13])([F:14])[F:15], predict the reactants needed to synthesize it. The reactants are: [C:1]1([C:7]2[C:11]([C:12]([F:15])([F:14])[F:13])=[C:10]([CH:16]=[N:17][OH:18])[O:9][N:8]=2)[CH:6]=[CH:5][CH:4]=[CH:3][CH:2]=1.[Cl:19]NC(=O)CCC(N)=O. (9) Given the product [Cl:15][C:16]1[CH:17]=[CH:18][C:19]2[N:25]3[CH:26]=[CH:27][CH:28]=[C:24]3[C:23]([CH2:44][C:43]([O:46][CH2:47][CH3:48])=[O:45])([OH:29])[CH2:22][CH:21]([C:30]3[CH:35]=[CH:34][CH:33]=[C:32]([O:36][CH3:37])[C:31]=3[O:38][CH3:39])[C:20]=2[CH:40]=1, predict the reactants needed to synthesize it. The reactants are: C[Si](C)(C)[N-][Si](C)(C)C.[Li+].[Cl-].[Ce+3].[Cl-].[Cl-].[Cl:15][C:16]1[CH:17]=[CH:18][C:19]2[N:25]3[CH:26]=[CH:27][CH:28]=[C:24]3[C:23](=[O:29])[CH2:22][CH:21]([C:30]3[CH:35]=[CH:34][CH:33]=[C:32]([O:36][CH3:37])[C:31]=3[O:38][CH3:39])[C:20]=2[CH:40]=1.[Cl-].[NH4+].[C:43]([O:46][CH2:47][CH3:48])(=[O:45])[CH3:44].